From a dataset of Reaction yield outcomes from USPTO patents with 853,638 reactions. Predict the reaction yield, written as a fraction of the theoretical maximum amount of product (1.0 means a 100% yield; for example, 0.34 means a 34% yield). (1) The reactants are [C:1]1([S:7]([N:10]2[CH2:15][CH2:14][CH:13]([CH2:16][N:17]3[C:25]4[C:20](=[CH:21][C:22]([C:26]5[CH:27]=[N:28][N:29](C6CCCCO6)[CH:30]=5)=[CH:23][CH:24]=4)[CH:19]=[N:18]3)[CH2:12][CH2:11]2)(=[O:9])=[O:8])[CH:6]=[CH:5][CH:4]=[CH:3][CH:2]=1.O.C1(C)C=CC(S(O)(=O)=O)=CC=1. The catalyst is CO.ClCCl. The product is [C:1]1([S:7]([N:10]2[CH2:11][CH2:12][CH:13]([CH2:16][N:17]3[C:25]4[C:20](=[CH:21][C:22]([C:26]5[CH:30]=[N:29][NH:28][CH:27]=5)=[CH:23][CH:24]=4)[CH:19]=[N:18]3)[CH2:14][CH2:15]2)(=[O:8])=[O:9])[CH:6]=[CH:5][CH:4]=[CH:3][CH:2]=1. The yield is 0.240. (2) The reactants are C(C1C=CC=CC=1N[C@@H](CC1C=CC(C2C=CC=C(N(C)C(NCCCCCCC)=O)C=2)=CC=1)C(O)=O)(=O)C1C=CC=CC=1.[C:45]([CH2:53][NH:54][CH2:55][C:56]1[CH:57]=[C:58]([C:62]2[CH:67]=[CH:66][C:65]([CH2:68][C@H:69]([NH:75][C:76]3[CH:81]=[CH:80][CH:79]=[CH:78][C:77]=3[C:82](=[O:89])[C:83]3[CH:88]=[CH:87][CH:86]=[CH:85][CH:84]=3)[C:70]([O:72]CC)=[O:71])=[CH:64][CH:63]=2)[CH:59]=[CH:60][CH:61]=1)(=[O:52])[C:46]1[CH:51]=[CH:50][CH:49]=[CH:48][CH:47]=1.[OH-].[Li+]. No catalyst specified. The product is [C:45]([CH2:53][NH:54][CH2:55][C:56]1[CH:57]=[C:58]([C:62]2[CH:67]=[CH:66][C:65]([CH2:68][C@H:69]([NH:75][C:76]3[CH:81]=[CH:80][CH:79]=[CH:78][C:77]=3[C:82](=[O:89])[C:83]3[CH:84]=[CH:85][CH:86]=[CH:87][CH:88]=3)[C:70]([OH:72])=[O:71])=[CH:64][CH:63]=2)[CH:59]=[CH:60][CH:61]=1)(=[O:52])[C:46]1[CH:47]=[CH:48][CH:49]=[CH:50][CH:51]=1. The yield is 0.750. (3) The reactants are N1C2C(=NC=CC=2)N([N:10]2[C:14](/[CH:15]=[C:16]3\[C:17](=[O:26])[NH:18][C:19]4[C:24]\3=[CH:23][C:22]([F:25])=[CH:21][CH:20]=4)=[C:13]([CH3:27])[C:12]([C:28]([O-:30])=O)=[C:11]2[CH3:31])N=1.[NH2:32][C@@H:33]1[CH2:37][O:36][N:35]([CH:38]2[CH2:43][CH2:42][O:41][CH2:40][CH2:39]2)[C:34]1=[O:44].CCN(C(C)C)C(C)C. The catalyst is CN(C=O)C. The product is [O:44]=[C:34]1[C@H:33]([NH:32][C:28]([C:12]2[C:13]([CH3:27])=[C:14](/[CH:15]=[C:16]3\[C:17](=[O:26])[NH:18][C:19]4[C:24]\3=[CH:23][C:22]([F:25])=[CH:21][CH:20]=4)[NH:10][C:11]=2[CH3:31])=[O:30])[CH2:37][O:36][N:35]1[CH:38]1[CH2:43][CH2:42][O:41][CH2:40][CH2:39]1. The yield is 0.620. (4) The reactants are [NH2:1][C:2]1[CH:36]=[CH:35][C:5]([O:6][C:7]2[CH:12]=[CH:11][N:10]=[C:9]3[N:13](CC4C=CC(OC)=CC=4)[N:14]=[C:15]([NH:16][CH:17]4[CH2:23][CH:22]5[N:24]([CH3:25])[CH:19]([CH2:20][CH2:21]5)[CH2:18]4)[C:8]=23)=[C:4]([F:37])[CH:3]=1.[F:38][C:39]1[CH:44]=[CH:43][C:42]([N:45]2[CH:50]=[CH:49][N:48]=[C:47]([C:51]([OH:53])=O)[C:46]2=[O:54])=[CH:41][CH:40]=1. No catalyst specified. The product is [F:37][C:4]1[CH:3]=[C:2]([NH:1][C:51]([C:47]2[C:46](=[O:54])[N:45]([C:42]3[CH:41]=[CH:40][C:39]([F:38])=[CH:44][CH:43]=3)[CH:50]=[CH:49][N:48]=2)=[O:53])[CH:36]=[CH:35][C:5]=1[O:6][C:7]1[CH:12]=[CH:11][N:10]=[C:9]2[NH:13][N:14]=[C:15]([NH:16][CH:17]3[CH2:23][CH:22]4[N:24]([CH3:25])[CH:19]([CH2:20][CH2:21]4)[CH2:18]3)[C:8]=12. The yield is 0.180. (5) The reactants are [S:1]1[CH:5]=[CH:4][C:3]2[CH:6]=[CH:7][CH:8]=[C:9]([CH:10]([NH:14][C:15]3[CH:20]=[CH:19][CH:18]=[CH:17][CH:16]=3)[C:11]([OH:13])=[O:12])[C:2]1=2.[N:21]12[CH2:28][CH2:27][CH:24]([CH2:25][CH2:26]1)[C@@H:23](O)[CH2:22]2.C1CCC(N=C=NC2CCCCC2)CC1.C1C=CC2N(O)N=NC=2C=1. The catalyst is C1COCC1. The product is [S:1]1[CH:5]=[CH:4][C:3]2[CH:6]=[CH:7][CH:8]=[C:9]([CH:10]([NH:14][C:15]3[CH:16]=[CH:17][CH:18]=[CH:19][CH:20]=3)[C:11]([O:13][C@@H:23]3[CH:24]4[CH2:27][CH2:28][N:21]([CH2:26][CH2:25]4)[CH2:22]3)=[O:12])[C:2]1=2. The yield is 0.429.